Task: Predict the reactants needed to synthesize the given product.. Dataset: Full USPTO retrosynthesis dataset with 1.9M reactions from patents (1976-2016) (1) The reactants are: [NH2:1][C@H:2]([C:4]1[N:5]([C:16]2[CH:21]=[CH:20][CH:19]=[CH:18][CH:17]=2)[C:6](=[O:15])[C:7]2[C:12]([CH:13]=1)=[CH:11][CH:10]=[CH:9][C:8]=2[Cl:14])[CH3:3].C(N(CC)CC)C.Cl.[C:30](Cl)(=[O:37])[C:31]1[CH:36]=[CH:35][CH:34]=[N:33][CH:32]=1. Given the product [Cl:14][C:8]1[CH:9]=[CH:10][CH:11]=[C:12]2[C:7]=1[C:6](=[O:15])[N:5]([C:16]1[CH:21]=[CH:20][CH:19]=[CH:18][CH:17]=1)[C:4]([C@@H:2]([NH:1][C:30](=[O:37])[C:31]1[CH:36]=[CH:35][CH:34]=[N:33][CH:32]=1)[CH3:3])=[CH:13]2, predict the reactants needed to synthesize it. (2) Given the product [Cl:1][C:2]1[C:11]2[N:12]=[C:13]([CH2:18][O:19][CH2:20][CH3:21])[N:14]([CH2:15][CH2:16][N:17]3[C:22]4([CH2:26][CH2:25][CH2:24][CH2:23]4)[O:27][N:36]=[C:34]3[CH3:35])[C:10]=2[C:9]2[CH:8]=[CH:7][CH:6]=[CH:5][C:4]=2[N:3]=1, predict the reactants needed to synthesize it. The reactants are: [Cl:1][C:2]1[C:11]2[N:12]=[C:13]([CH2:18][O:19][CH2:20][CH3:21])[N:14]([CH2:15][CH2:16][NH2:17])[C:10]=2[C:9]2[CH:8]=[CH:7][CH:6]=[CH:5][C:4]=2[N:3]=1.[C:22]1(=[O:27])[CH2:26][CH2:25][CH2:24][CH2:23]1.S([O-])([O-])(=O)=O.[Mg+2].[CH:34](=[N:36]O)[CH3:35].ClN1C(=O)CCC1=O.C(N(CC)CC)C.